The task is: Predict which catalyst facilitates the given reaction.. This data is from Catalyst prediction with 721,799 reactions and 888 catalyst types from USPTO. (1) Reactant: [CH2:1]([O:8][C:9]1[CH:15]=[CH:14][C:12]([NH2:13])=[CH:11][CH:10]=1)[C:2]1[CH:7]=[CH:6][CH:5]=[CH:4][CH:3]=1.CCN(C(C)C)C(C)C.F[C:26]1[C:31]([C:32]([O:34][CH3:35])=[O:33])=[C:30]([C:36]([F:39])([F:38])[F:37])[CH:29]=[CH:28][N:27]=1.O. Product: [CH2:1]([O:8][C:9]1[CH:10]=[CH:11][C:12]([NH:13][C:26]2[C:31]([C:32]([O:34][CH3:35])=[O:33])=[C:30]([C:36]([F:37])([F:38])[F:39])[CH:29]=[CH:28][N:27]=2)=[CH:14][CH:15]=1)[C:2]1[CH:3]=[CH:4][CH:5]=[CH:6][CH:7]=1. The catalyst class is: 37. (2) Reactant: FC(F)(F)C(O)=O.C([O:12][C:13]([N:15]1[CH2:20][CH2:19][C:18]2[N:21]=[CH:22][S:23][C:17]=2[CH:16]1[C:24]1[CH:29]=[C:28]([F:30])[CH:27]=[CH:26][C:25]=1[O:31][CH2:32][C:33]([O:35]CC)=[O:34])=[O:14])(C)(C)C.C(N(CC)CC)C.ClC(O[CH2:49][C:50]1[CH:55]=[CH:54][CH:53]=[CH:52][CH:51]=1)=O. Product: [CH2:49]([O:12][C:13]([N:15]1[CH2:20][CH2:19][C:18]2[N:21]=[CH:22][S:23][C:17]=2[CH:16]1[C:24]1[CH:29]=[C:28]([F:30])[CH:27]=[CH:26][C:25]=1[O:31][CH2:32][C:33]([OH:35])=[O:34])=[O:14])[C:50]1[CH:55]=[CH:54][CH:53]=[CH:52][CH:51]=1. The catalyst class is: 2. (3) Reactant: [C:1]([NH:4][C:5]1[CH:10]=[C:9]([C:11]2[N:12]([CH:28]=[CH2:29])[C:13]([C:24]([O:26][CH3:27])=[O:25])=[C:14]([C:16]3[CH:21]=[CH:20][C:19]([Cl:22])=[CH:18][C:17]=3[Cl:23])[N:15]=2)[C:8](Br)=[CH:7][N:6]=1)(=[O:3])[CH3:2].C1(C)C=CC=CC=1P(C1C=CC=CC=1C)C1C=CC=CC=1C.CCN(C(C)C)C(C)C.O. Product: [C:1]([NH:4][C:5]1[CH:10]=[C:9]2[C:8]([CH:29]=[CH:28][N:12]3[C:13]([C:24]([O:26][CH3:27])=[O:25])=[C:14]([C:16]4[CH:21]=[CH:20][C:19]([Cl:22])=[CH:18][C:17]=4[Cl:23])[N:15]=[C:11]32)=[CH:7][N:6]=1)(=[O:3])[CH3:2]. The catalyst class is: 274. (4) Reactant: [NH2:1][CH2:2][CH2:3][CH2:4][CH2:5][C:6]#[C:7][C:8]1[CH:13]=[CH:12][C:11]([CH:14]([CH3:23])[CH2:15][NH:16][S:17]([CH:20]([CH3:22])[CH3:21])(=[O:19])=[O:18])=[CH:10][CH:9]=1.CCN(CC)CC.[CH3:31][S:32](Cl)(=[O:34])=[O:33]. Product: [CH3:23][CH:14]([C:11]1[CH:10]=[CH:9][C:8]([C:7]#[C:6][CH2:5][CH2:4][CH2:3][CH2:2][NH:1][S:32]([CH3:31])(=[O:34])=[O:33])=[CH:13][CH:12]=1)[CH2:15][NH:16][S:17]([CH:20]([CH3:22])[CH3:21])(=[O:19])=[O:18]. The catalyst class is: 2. (5) Reactant: [Cl:1][C:2]1[CH:3]=[CH:4][C:5]([OH:19])=[C:6]([CH2:8][C:9]2[O:13][C:12]([C:14]([O:16][CH2:17][CH3:18])=[O:15])=[CH:11][CH:10]=2)[CH:7]=1.[F:20][C:21]1[CH:28]=[C:27]([F:29])[CH:26]=[CH:25][C:22]=1[CH2:23]Br.C(=O)([O-])[O-].[K+].[K+]. Product: [Cl:1][C:2]1[CH:3]=[CH:4][C:5]([O:19][CH2:23][C:22]2[CH:25]=[CH:26][C:27]([F:29])=[CH:28][C:21]=2[F:20])=[C:6]([CH2:8][C:9]2[O:13][C:12]([C:14]([O:16][CH2:17][CH3:18])=[O:15])=[CH:11][CH:10]=2)[CH:7]=1. The catalyst class is: 21. (6) Reactant: [Cl:1][C:2]1[CH:23]=[C:22]([Cl:24])[CH:21]=[CH:20][C:3]=1[CH2:4][N:5]([CH3:19])[CH2:6][CH:7]([C:9]1[CH:14]=[CH:13][C:12]([NH:15][C:16](=[O:18])[CH3:17])=[CH:11][CH:10]=1)O.S(=O)(=O)(O)O. Product: [Cl:24][C:22]1[CH:21]=[C:20]2[C:3](=[C:2]([Cl:1])[CH:23]=1)[CH2:4][N:5]([CH3:19])[CH2:6][CH:7]2[C:9]1[CH:14]=[CH:13][C:12]([NH:15][C:16](=[O:18])[CH3:17])=[CH:11][CH:10]=1. The catalyst class is: 4.